The task is: Predict the reactants needed to synthesize the given product.. This data is from Full USPTO retrosynthesis dataset with 1.9M reactions from patents (1976-2016). (1) The reactants are: Cl[C:2]1[C:3]([C:9]([OH:11])=O)=[N:4][C:5](Cl)=[CH:6][CH:7]=1.[NH2:12][C:13]1[S:14][CH:15]=[CH:16][N:17]=1.[CH:18]1([C:21]2[N:26]=[CH:25][C:24]([SH:27])=[CH:23][CH:22]=2)[CH2:20][CH2:19]1.[SH:28][C:29]1[N:33]=[CH:32][NH:31][N:30]=1. Given the product [CH:18]1([C:21]2[N:26]=[CH:25][C:24]([S:27][C:2]3[C:3]([C:9]([NH:12][C:13]4[S:14][CH:15]=[CH:16][N:17]=4)=[O:11])=[N:4][C:5]([S:28][C:29]4[NH:33][CH:32]=[N:31][N:30]=4)=[CH:6][CH:7]=3)=[CH:23][CH:22]=2)[CH2:20][CH2:19]1, predict the reactants needed to synthesize it. (2) Given the product [CH3:22][S:23]([N:11]1[CH2:12][CH2:13][NH:8][CH2:9][C@H:10]1[CH3:14])(=[O:25])=[O:24], predict the reactants needed to synthesize it. The reactants are: C(OC([N:8]1[CH2:13][CH2:12][NH:11][C@H:10]([CH3:14])[CH2:9]1)=O)(C)(C)C.CCN(CC)CC.[CH3:22][S:23](Cl)(=[O:25])=[O:24].